Dataset: Full USPTO retrosynthesis dataset with 1.9M reactions from patents (1976-2016). Task: Predict the reactants needed to synthesize the given product. (1) Given the product [CH3:1][O:2][C:3]1[C:4]([CH3:27])=[C:5]([C:18]([O:25][CH3:26])=[C:19]([O:23][CH3:24])[C:20]=1[O:21][CH3:22])[CH2:6][C:7]1[CH:8]=[CH:9][C:10]([O:17][S:37]([C:36]([F:49])([F:48])[F:35])(=[O:39])=[O:38])=[C:11]([CH:16]=1)[C:12]([O:14][CH3:15])=[O:13], predict the reactants needed to synthesize it. The reactants are: [CH3:1][O:2][C:3]1[C:4]([CH3:27])=[C:5]([C:18]([O:25][CH3:26])=[C:19]([O:23][CH3:24])[C:20]=1[O:21][CH3:22])[CH2:6][C:7]1[CH:8]=[CH:9][C:10]([OH:17])=[C:11]([CH:16]=1)[C:12]([O:14][CH3:15])=[O:13].C(N(CC)CC)C.[F:35][C:36]([F:49])([F:48])[S:37](O[S:37]([C:36]([F:49])([F:48])[F:35])(=[O:39])=[O:38])(=[O:39])=[O:38]. (2) Given the product [Cl:32][C:33]1[CH:38]=[C:37]([O:39][CH3:40])[CH:36]=[CH:35][C:34]=1[C:41]1[N:42]=[C:43]([CH2:61][CH3:62])[C:44]([NH:50][C@@H:51]2[C:59]3[C:54](=[CH:55][CH:56]=[CH:57][CH:58]=3)[CH2:53][C@@H:52]2[O:60][CH2:2][CH3:3])=[N:45][C:46]=1[CH:47]1[CH2:49][CH2:48]1, predict the reactants needed to synthesize it. The reactants are: Cl[C:2]1C=C(Cl)C=C[C:3]=1C1N=C(CC)C(N[C@@H]2C3C(=CC=CC=3)C[C@@H]2OCC)=NC=1CC.[Cl:32][C:33]1[CH:38]=[C:37]([O:39][CH3:40])[CH:36]=[CH:35][C:34]=1[C:41]1[N:42]=[C:43]([CH2:61][CH3:62])[C:44]([NH:50][C@@H:51]2[C:59]3[C:54](=[CH:55][CH:56]=[CH:57][CH:58]=3)[CH2:53][C@@H:52]2[OH:60])=[N:45][C:46]=1[CH:47]1[CH2:49][CH2:48]1.